Dataset: Experimentally validated miRNA-target interactions with 360,000+ pairs, plus equal number of negative samples. Task: Binary Classification. Given a miRNA mature sequence and a target amino acid sequence, predict their likelihood of interaction. (1) The miRNA is hsa-miR-210-5p with sequence AGCCCCUGCCCACCGCACACUG. The protein sequence of the target gene is MAEKQKHDGRVKIGHYVLGDTLGVGTFGKVKIGEHQLTGHKVAVKILNRQKIRSLDVVGKIKREIQNLKLFRHPHIIKLYQVISTPTDFFMVMEYVSGGELFDYICKHGRVEEVEARRLFQQILSAVDYCHRHMVVHRDLKPENVLLDAQMNAKIADFGLSNMMSDGEFLRTSCGSPNYAAPEVISGRLYAGPEVDIWSCGVILYALLCGTLPFDDEHVPTLFKKIRGGVFYIPDYLNRSVATLLMHMLQVDPLKRATIKDIREHEWFKQDLPSYLFPEDPSYDANVIDDEAVKEVCEKF.... Result: 0 (no interaction). (2) The miRNA is mmu-miR-544-3p with sequence AUUCUGCAUUUUUAGCAAGCUC. The protein sequence of the target gene is MIPWVLLACALPCAADPLLGAFARRDFRKGSPQLVCSLPGPQGPPGPPGAPGPSGMMGRMGFPGKDGQDGHDGDRGDSGEEGPPGRTGNRGKPGPKGKAGAIGRAGPRGPKGVNGTPGKHGTPGKKGPKGKKGEPGLPGPCSCGSGHTKSAFSVAVTKSYPRERLPIKFDKILMNEGGHYNASSGKFVCGVPGIYYFTYDITLANKHLAIGLVHNGQYRIRTFDANTGNHDVASGSTILALKQGDEVWLQIFYSEQNGLFYDPYWTDSLFTGFLIYADQDDPNEV. Result: 0 (no interaction). (3) The miRNA is hsa-miR-564 with sequence AGGCACGGUGUCAGCAGGC. The protein sequence of the target gene is MEAAATPAAAGAARREELDMDVMRPLINEQNFDGTSDEEHEQELLPVQKHYQLDDQEGISFVQTLMHLLKGNIGTGLLGLPLAIKNAGIVLGPISLVFIGIISVHCMHILVRCSHFLCLRFKKSTLGYSDTVSFAMEVSPWSCLQKQAAWGRSVVDFFLVITQLGFCSVYIVFLAENVKQVHEGFLESKVFISNSTNSSNPCERRSVDLRIYMLCFLPFIILLVFIRELKNLFVLSFLANVSMAVSLVIIYQYVVRNMPDPHNLPIVAGWKKYPLFFGTAVFAFEGIGVVLPLENQMKES.... Result: 0 (no interaction). (4) The miRNA is cel-miR-1829a-3p with sequence CAACCAUUGGAAUUUCUCUAUU. The protein sequence of the target gene is MAGCRGSVCCCCRWCCCCGERESRTPEELTILGETQEEEDEILPRKDYESLDYDRCINDPYLEVLETMDNKKGRRYEAVKWMVVFAIGVCTGLVGLFVDFSVRLFTQLKFGVVQTSVEECSQKGCLALSLLELLGFNLTFVFLASLLVLIEPVAAGSGIPEIKCYLNGVKVPGIVRLRTLLCKVFGVLFSVSGGLFVGKEGPMIHSGAVVGAGLPQFQSISLRKIQFNFPYFRSDRDKRDFVSAGAAAGVAAAFGAPIGGTLFSLEEGSSFWNQGLTWKVLFCSMSATFTLNFFRSGIQF.... Result: 0 (no interaction). (5) The miRNA is hsa-miR-3664-3p with sequence UCUCAGGAGUAAAGACAGAGUU. The protein sequence of the target gene is MLCALLLLPSLLGATRASPTSGPQECAKGSTVWCQDLQTAARCGAVGYCQGAVWNKPTAKSLPCDVCQDIAAAAGNGLNPDATESDILALVMKTCEWLPSQESSAGCKWMVDAHSSAILSMLRGAPDSAPAQVCTALSLCEPLQRHLATLRPLSKEDTFEAVAPFMANGPLTFHPRQAPEGALCQDCVRQVSRLQEAVRSNLTLADLNIQEQCESLGPGLAVLCKNYLFQFFVPADQALRLLPPQELCRKGGFCEELGAPARLTQVVAMDGVPSLELGLPRKQSEMQMKAGVTCEVCMNV.... Result: 1 (interaction). (6) The miRNA is hsa-miR-365b-3p with sequence UAAUGCCCCUAAAAAUCCUUAU. The protein sequence of the target gene is MLLPSDVARLVLGYLQQENLISTCQTFILESSDLKEYAEHCTDEGFIPACLLSLFGKNLTTILNEYVAMKTKETSNNVPAIMSSLWKKLDHTLSQIRSMQSSPRFAGSQRARTRTGIAEIKRQRKLASQTAPASAELLTLPYLSGQFTTPPSTGTQVTRPSGQISDPSRSYFVVVNHSQSQDTVTTGEALNVIPGAQEKKAHASLMSPGRRKSESQRKSTTLSGPHSTIRNFQDPNAFAVEKQMVIENAREKILSNKSLQEKLAENINKFLTSDNNIAQVPKQTDNNPTEPETSIDEFLG.... Result: 0 (no interaction). (7) The miRNA is hsa-miR-6748-3p with sequence UCCUGUCCCUGUCUCCUACAG. The protein sequence of the target gene is METVISSDSSPAVENEHPQETPESNNSVYTSFMKSHRCYDLIPTSSKLVVFDTSLQVKKAFFALVTNGVRAAPLWDSKKQSFVGMLTITDFINILHRYYKSALVQIYELEEHKIETWREVYLQDSFKPLVCISPNASLFDAVSSLIRNKIHRLPVIDPESGNTLYILTHKRILKFLKLFITEFPKPEFMSKSLEELQIGTYANIAMVRTTTPVYVALGIFVQHRVSALPVVDEKGRVVDIYSKFDVINLAAEKTYNNLDVSVTKALQHRSHYFEGVLKCYLHETLETIINRLVEAEVHRL.... Result: 1 (interaction).